Task: Predict the reactants needed to synthesize the given product.. Dataset: Full USPTO retrosynthesis dataset with 1.9M reactions from patents (1976-2016) (1) Given the product [Cl:11][C:12]1[N:17]=[C:16]([O:9][C:5]2[CH:4]=[C:3]([OH:10])[CH:8]=[CH:7][CH:6]=2)[CH:15]=[CH:14][N:13]=1, predict the reactants needed to synthesize it. The reactants are: [OH-].[Na+].[C:3]1([OH:10])[CH:8]=[CH:7][CH:6]=[C:5]([OH:9])[CH:4]=1.[Cl:11][C:12]1[N:17]=[C:16](Cl)[CH:15]=[CH:14][N:13]=1. (2) The reactants are: FC(F)(F)C(O)=O.[CH:8]1([C@H:14]([NH:22][C:23]([C:25]2[CH:30]=[CH:29][C:28](C3C=CC(CN(C)C)=CC=3)=[CH:27][C:26]=2[NH:41][C:42]([NH:44][C:45]2[C:50]([CH3:51])=[CH:49][C:48]([CH3:52])=[CH:47][C:46]=2[CH3:53])=[O:43])=[O:24])[C:15]([O:17][C:18]([CH3:21])([CH3:20])[CH3:19])=[O:16])[CH2:13][CH2:12][CH2:11][CH2:10][CH2:9]1.[Cl:54]CCl. Given the product [Cl:54][C:28]1[CH:29]=[CH:30][C:25]([C:23]([NH:22][C@@H:14]([CH:8]2[CH2:13][CH2:12][CH2:11][CH2:10][CH2:9]2)[C:15]([O:17][C:18]([CH3:21])([CH3:20])[CH3:19])=[O:16])=[O:24])=[C:26]([NH:41][C:42]([NH:44][C:45]2[C:50]([CH3:51])=[CH:49][C:48]([CH3:52])=[CH:47][C:46]=2[CH3:53])=[O:43])[CH:27]=1, predict the reactants needed to synthesize it.